Task: Predict the product of the given reaction.. Dataset: Forward reaction prediction with 1.9M reactions from USPTO patents (1976-2016) Given the reactants [CH3:1][C:2]([C:12]1[C:20]2[O:19][CH2:18][CH2:17][C:16]=2[CH:15]=[CH:14][CH:13]=1)([CH3:11])[CH2:3][C:4]1([C:7]([F:10])([F:9])[F:8])[CH2:6][O:5]1.[NH2:21][C:22]1[N:27]=[C:26]([CH2:28][CH3:29])[N:25]=[C:24]2[N:30]([C:33]3[CH:34]=[C:35]([CH:40]=[CH:41][CH:42]=3)[C:36]([O:38][CH3:39])=[O:37])[N:31]=[CH:32][C:23]=12, predict the reaction product. The product is: [O:19]1[C:20]2[C:12]([C:2]([CH3:1])([CH3:11])[CH2:3][C:4]([OH:5])([C:7]([F:10])([F:9])[F:8])[CH2:6][NH:21][C:22]3[N:27]=[C:26]([CH2:28][CH3:29])[N:25]=[C:24]4[N:30]([C:33]5[CH:34]=[C:35]([CH:40]=[CH:41][CH:42]=5)[C:36]([O:38][CH3:39])=[O:37])[N:31]=[CH:32][C:23]=34)=[CH:13][CH:14]=[CH:15][C:16]=2[CH2:17][CH2:18]1.